Dataset: Reaction yield outcomes from USPTO patents with 853,638 reactions. Task: Predict the reaction yield, written as a fraction of the theoretical maximum amount of product (1.0 means a 100% yield; for example, 0.34 means a 34% yield). (1) The catalyst is CN(C=O)C. The product is [CH3:1][O:2][C:3](=[O:20])[CH2:4][CH:5]1[C:9](=[O:10])[N:8]([CH2:11][C:12]2[CH:17]=[CH:16][C:15]([CH3:18])=[CH:14][CH:13]=2)[C:7](=[O:19])[N:6]1[CH2:23][CH2:24][CH3:25]. The reactants are [CH3:1][O:2][C:3](=[O:20])[CH2:4][CH:5]1[C:9](=[O:10])[N:8]([CH2:11][C:12]2[CH:17]=[CH:16][C:15]([CH3:18])=[CH:14][CH:13]=2)[C:7](=[O:19])[NH:6]1.[H-].[Na+].[CH2:23](I)[CH2:24][CH3:25]. The yield is 0.760. (2) The reactants are C[O:2][C:3]([C:5]1[N:6]([CH3:25])[N:7]=[C:8](/[CH:10]=[CH:11]\[C:12]2[C:13]([C:18]3[CH:23]=[CH:22][C:21]([F:24])=[CH:20][CH:19]=3)=[N:14][O:15][C:16]=2[CH3:17])[CH:9]=1)=[O:4].O.[OH-].[Li+]. The catalyst is C1COCC1.O. The product is [F:24][C:21]1[CH:20]=[CH:19][C:18]([C:13]2[C:12](/[CH:11]=[CH:10]\[C:8]3[CH:9]=[C:5]([C:3]([OH:4])=[O:2])[N:6]([CH3:25])[N:7]=3)=[C:16]([CH3:17])[O:15][N:14]=2)=[CH:23][CH:22]=1. The yield is 0.850. (3) The reactants are [C:1]([O:5][C:6]([NH:8][C@@H:9]([CH2:14][O:15][CH2:16][C@H:17]([O:27][CH2:28][CH2:29][CH3:30])[C@H:18]([C@@H:24]([OH:26])[CH3:25])[CH2:19][CH2:20][CH:21]([CH3:23])[CH3:22])[C:10]([O:12]C)=[O:11])=[O:7])([CH3:4])([CH3:3])[CH3:2].O[Li].O. The catalyst is C1COCC1.O.CCOC(C)=O.Cl. The product is [C:1]([O:5][C:6]([NH:8][C@@H:9]([CH2:14][O:15][CH2:16][C@H:17]([O:27][CH2:28][CH2:29][CH3:30])[C@H:18]([C@@H:24]([OH:26])[CH3:25])[CH2:19][CH2:20][CH:21]([CH3:23])[CH3:22])[C:10]([OH:12])=[O:11])=[O:7])([CH3:2])([CH3:3])[CH3:4]. The yield is 0.950. (4) The reactants are [CH3:16][C:11]1([CH3:17])[C:12]([CH3:15])([CH3:14])[O:13][B:9]([B:9]2[O:13][C:12]([CH3:15])([CH3:14])[C:11]([CH3:17])([CH3:16])[O:10]2)[O:10]1.Br[C:20]1[CH:25]=[C:24]([S:26]([CH3:29])(=[O:28])=[O:27])[CH:23]=[CH:22][C:21]=1[F:30].C([O-])(=O)C.[K+].CS(C)=O. The catalyst is O1CCOCC1. The product is [F:30][C:21]1[CH:20]=[CH:25][C:24]([S:26]([CH3:29])(=[O:28])=[O:27])=[CH:23][C:22]=1[B:9]1[O:10][C:11]([CH3:16])([CH3:17])[C:12]([CH3:14])([CH3:15])[O:13]1. The yield is 0.570.